From a dataset of Peptide-MHC class I binding affinity with 185,985 pairs from IEDB/IMGT. Regression. Given a peptide amino acid sequence and an MHC pseudo amino acid sequence, predict their binding affinity value. This is MHC class I binding data. The peptide sequence is GLTEVFGST. The MHC is HLA-A02:02 with pseudo-sequence HLA-A02:02. The binding affinity (normalized) is 0.481.